From a dataset of Catalyst prediction with 721,799 reactions and 888 catalyst types from USPTO. Predict which catalyst facilitates the given reaction. (1) Reactant: [Br-].C1([P+](C2C=CC=CC=2)(C2C=CC=CC=2)[CH2:9][C:10]2[CH:15]=[CH:14][C:13]([O:16][C:17]([F:20])([F:19])[F:18])=[CH:12][CH:11]=2)C=CC=CC=1.[H-].[Na+].[CH2:35]([N:42]1[CH2:47][CH2:46][C:45](=O)[CH2:44][CH2:43]1)[C:36]1[CH:41]=[CH:40][CH:39]=[CH:38][CH:37]=1. Product: [CH2:35]([N:42]1[CH2:47][CH2:46][C:45](=[CH:9][C:10]2[CH:11]=[CH:12][C:13]([O:16][C:17]([F:18])([F:19])[F:20])=[CH:14][CH:15]=2)[CH2:44][CH2:43]1)[C:36]1[CH:41]=[CH:40][CH:39]=[CH:38][CH:37]=1. The catalyst class is: 16. (2) Reactant: C(O)[C@H](O)[C@H:3]1OC(=O)[C:6](=O)[C:4]1=[O:5].O=[CH:14][C:15]1[CH:23]=[CH:22][C:20]([OH:21])=[C:17]([O:18][CH3:19])[CH:16]=1. Product: [CH3:3][C:4](/[CH:6]=[CH:14]/[C:15]1[CH:23]=[CH:22][C:20]([OH:21])=[C:17]([O:18][CH3:19])[CH:16]=1)=[O:5]. The catalyst class is: 21. (3) Reactant: [Cl:1][C:2]1[CH:10]=[C:9]2[C:5]([C:6]([C:11]([N:13]3[CH2:18][CH2:17][C:16]4([C:22]5[CH:23]=[CH:24][C:25]([F:27])=[CH:26][C:21]=5[C:20](=[O:28])[O:19]4)[CH2:15][CH2:14]3)=[O:12])=[CH:7][NH:8]2)=[CH:4][CH:3]=1.[H-].[Na+].F[C:32]1[CH:37]=[CH:36][CH:35]=[CH:34][N:33]=1. Product: [Cl:1][C:2]1[CH:10]=[C:9]2[C:5]([C:6]([C:11]([N:13]3[CH2:18][CH2:17][C:16]4([C:22]5[CH:23]=[CH:24][C:25]([F:27])=[CH:26][C:21]=5[C:20](=[O:28])[O:19]4)[CH2:15][CH2:14]3)=[O:12])=[CH:7][N:8]2[C:32]2[CH:37]=[CH:36][CH:35]=[CH:34][N:33]=2)=[CH:4][CH:3]=1. The catalyst class is: 3. (4) Reactant: [NH:1]1[C:5]2[CH:6]=[CH:7][S:8][C:4]=2[CH:3]=[N:2]1.[OH-].[K+].[I:11]I. Product: [I:11][C:3]1[C:4]2[S:8][CH:7]=[CH:6][C:5]=2[NH:1][N:2]=1. The catalyst class is: 3. (5) Reactant: Cl[C:2]1[C:7]([C:8]#[C:9][C:10]2[CH:11]=[N:12][C:13]([NH2:16])=[CH:14][CH:15]=2)=[C:6]([CH3:17])[N:5]=[C:4]([NH2:18])[N:3]=1.[C:19]([N:26]1[CH2:31][CH2:30][NH:29][CH2:28][CH2:27]1)([O:21][C:22]([CH3:25])([CH3:24])[CH3:23])=[O:20].O. Product: [C:22]([O:21][C:19]([N:26]1[CH2:31][CH2:30][N:29]([C:2]2[C:7]([C:8]#[C:9][C:10]3[CH:11]=[N:12][C:13]([NH2:16])=[CH:14][CH:15]=3)=[C:6]([CH3:17])[N:5]=[C:4]([NH2:18])[N:3]=2)[CH2:28][CH2:27]1)=[O:20])([CH3:25])([CH3:23])[CH3:24]. The catalyst class is: 37. (6) Reactant: Br[C:2]1[CH:3]=[C:4]([CH:22]=[CH:23][CH:24]=1)[CH2:5][N:6]1[C:15](=[O:16])[C:14]2[C:9](=[CH:10][CH:11]=[C:12]([C:17]([O:19][CH2:20][CH3:21])=[O:18])[CH:13]=2)[N:8]=[CH:7]1.[NH:25]1[CH2:30][CH2:29][O:28][CH2:27][CH2:26]1.C(=O)([O-])[O-].[Cs+].[Cs+].C1(P(C2C=CC=CC=2)C2C3OC4C(=CC=CC=4P(C4C=CC=CC=4)C4C=CC=CC=4)C(C)(C)C=3C=CC=2)C=CC=CC=1. Product: [O:28]1[CH2:29][CH2:30][N:25]([C:2]2[CH:3]=[C:4]([CH:22]=[CH:23][CH:24]=2)[CH2:5][N:6]2[C:15](=[O:16])[C:14]3[C:9](=[CH:10][CH:11]=[C:12]([C:17]([O:19][CH2:20][CH3:21])=[O:18])[CH:13]=3)[N:8]=[CH:7]2)[CH2:26][CH2:27]1. The catalyst class is: 62. (7) Reactant: [NH2:1][C:2]1[C:3]([C:19]([OH:21])=O)=[N:4][C:5]([N:8]2[CH2:13][CH2:12][N:11]([S:14]([CH2:17][CH3:18])(=[O:16])=[O:15])[CH2:10][CH2:9]2)=[CH:6][N:7]=1.Cl.[CH3:23][O:24][NH:25][CH3:26].C(N(CC)CC)C.CN(C(ON1N=NC2C=CC=CC1=2)=[N+](C)C)C.[B-](F)(F)(F)F. Product: [NH2:1][C:2]1[C:3]([C:19]([N:25]([O:24][CH3:23])[CH3:26])=[O:21])=[N:4][C:5]([N:8]2[CH2:9][CH2:10][N:11]([S:14]([CH2:17][CH3:18])(=[O:15])=[O:16])[CH2:12][CH2:13]2)=[CH:6][N:7]=1. The catalyst class is: 18.